Task: Predict the reaction yield, written as a fraction of the theoretical maximum amount of product (1.0 means a 100% yield; for example, 0.34 means a 34% yield).. Dataset: Reaction yield outcomes from USPTO patents with 853,638 reactions (1) The reactants are [CH3:1][C:2]1[C:6]([CH2:7][N:8]2[CH:12]=[C:11]([N:13]3[C:17](=[O:18])[CH2:16][N:15]([CH2:19][C:20]4[CH:21]=[C:22]([CH:26]=[CH:27][CH:28]=4)[C:23]([OH:25])=O)[C:14]3=[O:29])[CH:10]=[N:9]2)=[C:5]([CH3:30])[O:4][N:3]=1.[CH2:31]([N:33](CC)CC)C.C(Cl)CCl. The catalyst is C(#N)C.Cl. The product is [CH3:1][C:2]1[C:6]([CH2:7][N:8]2[CH:12]=[C:11]([N:13]3[C:17](=[O:18])[CH2:16][N:15]([CH2:19][C:20]4[CH:21]=[C:22]([CH:26]=[CH:27][CH:28]=4)[C:23]([NH:33][CH3:31])=[O:25])[C:14]3=[O:29])[CH:10]=[N:9]2)=[C:5]([CH3:30])[O:4][N:3]=1. The yield is 0.250. (2) The reactants are [CH2:1]([O:3][C:4](=[O:12])[C:5]1[CH:10]=[CH:9][CH:8]=[N:7][C:6]=1Cl)[CH3:2].[CH3:13][O-:14].[Na+]. The catalyst is CO. The product is [CH2:1]([O:3][C:4](=[O:12])[C:5]1[CH:10]=[CH:9][CH:8]=[N:7][C:6]=1[O:14][CH3:13])[CH3:2]. The yield is 0.910. (3) The reactants are Cl[C:2]1[N:7]=[C:6]([N:8]2[CH2:13][CH2:12][O:11][CH2:10][CH2:9]2)[N:5]=[C:4]([N:14]2[C:18]3[CH:19]=[CH:20][CH:21]=[C:22]([O:23][CH3:24])[C:17]=3[N:16]=[C:15]2[CH:25]([F:27])[F:26])[N:3]=1.[NH:28]1[CH2:33][CH2:32][CH:31]([NH:34][C:35](=[O:41])[O:36][C:37]([CH3:40])([CH3:39])[CH3:38])[CH2:30][CH2:29]1.CCN(C(C)C)C(C)C. The catalyst is C1COCC1. The product is [F:26][CH:25]([F:27])[C:15]1[N:14]([C:4]2[N:5]=[C:6]([N:8]3[CH2:13][CH2:12][O:11][CH2:10][CH2:9]3)[N:7]=[C:2]([N:28]3[CH2:29][CH2:30][CH:31]([NH:34][C:35](=[O:41])[O:36][C:37]([CH3:39])([CH3:38])[CH3:40])[CH2:32][CH2:33]3)[N:3]=2)[C:18]2[CH:19]=[CH:20][CH:21]=[C:22]([O:23][CH3:24])[C:17]=2[N:16]=1. The yield is 0.980. (4) The reactants are Br[C:2]1[CH:7]=[C:6]([CH2:8][S:9]([CH3:12])(=[O:11])=[O:10])[CH:5]=[CH:4][C:3]=1[O:13][CH2:14][C:15]([F:18])([F:17])[F:16].[CH3:19][N:20]1[CH:25]=[C:24](B2OC(C)(C)C(C)(C)O2)[C:23]2[CH:35]=[CH:36][O:37][C:22]=2[C:21]1=[O:38].[O-]P([O-])([O-])=O.[K+].[K+].[K+]. The catalyst is O1CCOCC1.O.C1C=CC(P(C2C=CC=CC=2)[C-]2C=CC=C2)=CC=1.C1C=CC(P(C2C=CC=CC=2)[C-]2C=CC=C2)=CC=1.Cl[Pd]Cl.[Fe+2]. The product is [CH3:19][N:20]1[CH:25]=[C:24]([C:2]2[CH:7]=[C:6]([CH2:8][S:9]([CH3:12])(=[O:11])=[O:10])[CH:5]=[CH:4][C:3]=2[O:13][CH2:14][C:15]([F:18])([F:17])[F:16])[C:23]2[CH:35]=[CH:36][O:37][C:22]=2[C:21]1=[O:38]. The yield is 0.330. (5) The reactants are C1C=CC2N(O)N=NC=2C=1.CCN(C(C)C)C(C)C.CCN=C=NCCCN(C)C.Cl.[C:32]([O:36][C:37]([N:39]1[CH2:44][CH2:43][NH:42][CH2:41][CH2:40]1)=[O:38])([CH3:35])([CH3:34])[CH3:33].[F:45][C:46]1[CH:47]=[C:48]([CH:52]=[CH:53][CH:54]=1)[C:49](O)=[O:50]. The catalyst is CN(C=O)C.O. The product is [C:32]([O:36][C:37]([N:39]1[CH2:44][CH2:43][N:42]([C:49](=[O:50])[C:48]2[CH:52]=[CH:53][CH:54]=[C:46]([F:45])[CH:47]=2)[CH2:41][CH2:40]1)=[O:38])([CH3:35])([CH3:33])[CH3:34]. The yield is 0.920. (6) The reactants are [NH2:1][CH2:2][CH:3]1[O:8][CH2:7][CH2:6][N:5]([C:9]2[S:10][C:11]3[C:17](=[O:18])[CH2:16][C:15]([CH3:20])([CH3:19])[CH2:14][C:12]=3[N:13]=2)[CH2:4]1.N1C=CC=CC=1.[C:27]1([S:33](Cl)(=[O:35])=[O:34])[CH:32]=[CH:31][CH:30]=[CH:29][CH:28]=1. The catalyst is C(Cl)Cl. The product is [CH3:19][C:15]1([CH3:20])[CH2:14][C:12]2[N:13]=[C:9]([N:5]3[CH2:6][CH2:7][O:8][CH:3]([CH2:2][NH:1][S:33]([C:27]4[CH:32]=[CH:31][CH:30]=[CH:29][CH:28]=4)(=[O:35])=[O:34])[CH2:4]3)[S:10][C:11]=2[C:17](=[O:18])[CH2:16]1. The yield is 0.200.